Task: Predict the reactants needed to synthesize the given product.. Dataset: Full USPTO retrosynthesis dataset with 1.9M reactions from patents (1976-2016) (1) Given the product [OH:36][CH2:2][C:3]1[CH:8]=[CH:7][C:6]([CH2:9][CH2:10][N:11]2[CH:16]=[CH:15][C:14]([O:17][CH2:18][C:19]3[CH:24]=[CH:23][C:22]([CH3:25])=[CH:21][N:20]=3)=[CH:13][C:12]2=[O:26])=[CH:5][CH:4]=1, predict the reactants needed to synthesize it. The reactants are: Br[CH2:2][C:3]1[CH:8]=[CH:7][C:6]([CH2:9][CH2:10][N:11]2[CH:16]=[CH:15][C:14]([O:17][CH2:18][C:19]3[CH:24]=[CH:23][C:22]([CH3:25])=[CH:21][N:20]=3)=[CH:13][C:12]2=[O:26])=[CH:5][CH:4]=1.N1CCCC1.CN(C=[O:36])C. (2) Given the product [CH3:1][N:2]([CH3:15])[CH2:3][CH2:4][O:5][C:6]1[CH:7]=[C:8]([CH:9]=[CH:10][CH:11]=1)[NH2:12], predict the reactants needed to synthesize it. The reactants are: [CH3:1][N:2]([CH3:15])[CH2:3][CH2:4][O:5][C:6]1[CH:11]=[CH:10][CH:9]=[C:8]([N+:12]([O-])=O)[CH:7]=1.[Cl-].[NH4+]. (3) The reactants are: [OH:1][C:2]1[CH:7]=[CH:6][C:5]([C:8]([F:11])([F:10])[F:9])=[CH:4][C:3]=1[NH:12][C:13](=[O:15])[CH3:14].[O:16]1[CH2:18][C@H:17]1[CH2:19]OS(C1C=CC=C([N+]([O-])=O)C=1)(=O)=O.C([O-])([O-])=O.[Cs+].[Cs+]. Given the product [O:16]1[CH2:18][C@H:17]1[CH2:19][O:1][C:2]1[CH:7]=[CH:6][C:5]([C:8]([F:10])([F:11])[F:9])=[CH:4][C:3]=1[NH:12][C:13](=[O:15])[CH3:14], predict the reactants needed to synthesize it. (4) Given the product [Cl:1][C:2]1[CH:7]=[C:6]([Cl:8])[CH:5]=[CH:4][C:3]=1[C:9]1[N:10]=[C:11](/[CH:18]=[CH:19]/[C:20]2[CH:21]=[CH:22][C:23]([C:26]3[CH:27]=[CH:28][C:29]([O:32][CH3:33])=[CH:30][CH:31]=3)=[CH:24][CH:25]=2)[N:12]([CH2:14][C:15]([NH:46][CH:35]([C:36]2[C:45]3[C:40](=[CH:41][CH:42]=[CH:43][CH:44]=3)[CH:39]=[CH:38][CH:37]=2)[CH3:34])=[O:16])[CH:13]=1, predict the reactants needed to synthesize it. The reactants are: [Cl:1][C:2]1[CH:7]=[C:6]([Cl:8])[CH:5]=[CH:4][C:3]=1[C:9]1[N:10]=[C:11](/[CH:18]=[CH:19]/[C:20]2[CH:25]=[CH:24][C:23]([C:26]3[CH:31]=[CH:30][C:29]([O:32][CH3:33])=[CH:28][CH:27]=3)=[CH:22][CH:21]=2)[N:12]([CH2:14][C:15](O)=[O:16])[CH:13]=1.[CH3:34][CH:35]([NH2:46])[C:36]1[C:45]2[C:40](=[CH:41][CH:42]=[CH:43][CH:44]=2)[CH:39]=[CH:38][CH:37]=1. (5) Given the product [CH2:1]([O:8][CH2:9][CH2:10][CH:11]1[CH2:12][C:13](=[O:15])[CH2:14]1)[C:2]1[CH:7]=[CH:6][CH:5]=[CH:4][CH:3]=1, predict the reactants needed to synthesize it. The reactants are: [CH2:1]([O:8][CH2:9][CH2:10][CH:11]1[CH2:14][C:13](=[O:15])[C:12]1(Cl)Cl)[C:2]1[CH:7]=[CH:6][CH:5]=[CH:4][CH:3]=1.C(OCC)C.